From a dataset of Peptide-MHC class I binding affinity with 185,985 pairs from IEDB/IMGT. Regression. Given a peptide amino acid sequence and an MHC pseudo amino acid sequence, predict their binding affinity value. This is MHC class I binding data. (1) The peptide sequence is NTQGYFPDWQ. The MHC is HLA-A02:03 with pseudo-sequence HLA-A02:03. The binding affinity (normalized) is 0. (2) The MHC is Patr-A0401 with pseudo-sequence Patr-A0401. The peptide sequence is NFASKSASCL. The binding affinity (normalized) is 0. (3) The peptide sequence is RRRIGEIFK. The MHC is HLA-A31:01 with pseudo-sequence HLA-A31:01. The binding affinity (normalized) is 0.0847.